From a dataset of Catalyst prediction with 721,799 reactions and 888 catalyst types from USPTO. Predict which catalyst facilitates the given reaction. (1) Reactant: [CH3:1][C:2]1([CH3:12])[CH2:11][C:10]2[C:5](=[CH:6][CH:7]=[CH:8][CH:9]=2)[NH:4][CH2:3]1.[N+:13]([O-])([OH:15])=[O:14]. Product: [N+:13]([C:7]1[CH:6]=[C:5]2[C:10]([CH2:11][C:2]([CH3:12])([CH3:1])[CH2:3][NH:4]2)=[CH:9][CH:8]=1)([O-:15])=[O:14]. The catalyst class is: 65. (2) Product: [CH:1]1([C:4]2[CH:5]=[C:6]3[C:11](=[C:12]([F:14])[CH:13]=2)[C:10](=[O:15])[NH:9][CH:8]=[CH:7]3)[CH2:3][CH2:2]1. Reactant: [CH:1]1([C:4]2[CH:5]=[C:6]3[C:11](=[C:12]([F:14])[CH:13]=2)[C:10](=[O:15])[NH:9][CH2:8][CH2:7]3)[CH2:3][CH2:2]1. The catalyst class is: 155.